This data is from Full USPTO retrosynthesis dataset with 1.9M reactions from patents (1976-2016). The task is: Predict the reactants needed to synthesize the given product. (1) Given the product [Cl:1][C:2]1[N:7]=[CH:6][C:5]([C:8](=[O:10])[CH2:9][O:22][S:20]([C:23]2[CH:29]=[CH:28][C:26]([CH3:27])=[CH:25][CH:24]=2)(=[O:19])=[O:21])=[CH:4][CH:3]=1, predict the reactants needed to synthesize it. The reactants are: [Cl:1][C:2]1[N:7]=[CH:6][C:5]([C:8](=[O:10])[CH3:9])=[CH:4][CH:3]=1.OC1C([O:19][S:20]([C:23]2[CH:29]=[CH:28][C:26]([CH3:27])=[CH:25][CH:24]=2)(=[O:22])=[O:21])=C(I)C=CC=1. (2) Given the product [Cl:16][C:17]1[C:22]([N+:23]([O-:25])=[O:24])=[C:21]([O:14][C:11]2[CH:12]=[CH:13][C:8]([CH:5]3[CH2:4][O:3][C:2]([CH3:15])([CH3:1])[O:7][CH2:6]3)=[CH:9][CH:10]=2)[N:20]=[CH:19][N:18]=1, predict the reactants needed to synthesize it. The reactants are: [CH3:1][C:2]1([CH3:15])[O:7][CH2:6][CH:5]([C:8]2[CH:13]=[CH:12][C:11]([OH:14])=[CH:10][CH:9]=2)[CH2:4][O:3]1.[Cl:16][C:17]1[C:22]([N+:23]([O-:25])=[O:24])=[C:21](Cl)[N:20]=[CH:19][N:18]=1.CC(N(C)C)=O.